From a dataset of Reaction yield outcomes from USPTO patents with 853,638 reactions. Predict the reaction yield, written as a fraction of the theoretical maximum amount of product (1.0 means a 100% yield; for example, 0.34 means a 34% yield). (1) The reactants are [C:1]([O:5][C:6]([N:8]1[CH2:12][CH2:11][CH:10]([C:13]2[CH:18]=[CH:17][C:16]([S:19]([C:21]3[CH:26]=[CH:25][CH:24]=[CH:23][C:22]=3[C:27]#[N:28])=[O:20])=[CH:15][C:14]=2[O:29][CH3:30])[CH2:9]1)=[O:7])([CH3:4])([CH3:3])[CH3:2].C1C=C(Cl)C=C(C(OO)=[O:39])C=1. The catalyst is C(Cl)Cl. The product is [C:1]([O:5][C:6]([N:8]1[CH2:12][CH2:11][CH:10]([C:13]2[CH:18]=[CH:17][C:16]([S:19]([C:21]3[CH:26]=[CH:25][CH:24]=[CH:23][C:22]=3[C:27]#[N:28])(=[O:39])=[O:20])=[CH:15][C:14]=2[O:29][CH3:30])[CH2:9]1)=[O:7])([CH3:4])([CH3:3])[CH3:2]. The yield is 0.890. (2) The reactants are C([Sn](CCCC)(CCCC)[CH2:6][O:7][CH2:8][O:9][CH3:10])CCC.[Li]CCCC.[Br:24][C:25]1[CH:30]=[CH:29][C:28]([NH:31][C:32]2[C:33]([CH:43]=[O:44])=[CH:34][C:35]3[N:39]([CH3:40])[CH:38]=[N:37][C:36]=3[C:41]=2[F:42])=[C:27]([Cl:45])[CH:26]=1. The catalyst is C1COCC1. The product is [Br:24][C:25]1[CH:30]=[CH:29][C:28]([NH:31][C:32]2[C:33]([CH:43]([OH:44])[CH2:6][O:7][CH2:8][O:9][CH3:10])=[CH:34][C:35]3[N:39]([CH3:40])[CH:38]=[N:37][C:36]=3[C:41]=2[F:42])=[C:27]([Cl:45])[CH:26]=1. The yield is 0.640.